Dataset: Catalyst prediction with 721,799 reactions and 888 catalyst types from USPTO. Task: Predict which catalyst facilitates the given reaction. Reactant: [C:1]1([C:7]2([CH2:13][OH:14])[CH2:12][CH2:11][CH2:10][CH2:9][CH2:8]2)[CH:6]=[CH:5][CH:4]=[CH:3][CH:2]=1.[H-].[Na+].[Cl:17][C:18]1[C:23]([C:24]([F:27])([F:26])[F:25])=[C:22](Cl)[CH:21]=[CH:20][N:19]=1. Product: [Cl:17][C:18]1[C:23]([C:24]([F:25])([F:26])[F:27])=[C:22]([O:14][CH2:13][C:7]2([C:1]3[CH:6]=[CH:5][CH:4]=[CH:3][CH:2]=3)[CH2:12][CH2:11][CH2:10][CH2:9][CH2:8]2)[CH:21]=[CH:20][N:19]=1. The catalyst class is: 3.